From a dataset of Forward reaction prediction with 1.9M reactions from USPTO patents (1976-2016). Predict the product of the given reaction. (1) The product is: [CH3:27][O:26][C:12]1[CH:11]=[C:10]([CH:15]=[CH:14][C:13]=1[O:16][CH2:17][C:18]1[CH:19]=[N:20][C:21]([O:24][CH3:25])=[CH:22][CH:23]=1)[CH2:9][N:6]1[C:5]2[CH:28]=[CH:29][C:2]([N:30]3[CH2:31][CH2:32][CH:33]([NH:36][C:37](=[O:43])[O:38][C:39]([CH3:41])([CH3:40])[CH3:42])[CH2:34][CH2:35]3)=[CH:3][C:4]=2[N:8]=[CH:7]1. Given the reactants I[C:2]1[CH:29]=[CH:28][C:5]2[N:6]([CH2:9][C:10]3[CH:15]=[CH:14][C:13]([O:16][CH2:17][C:18]4[CH:19]=[N:20][C:21]([O:24][CH3:25])=[CH:22][CH:23]=4)=[C:12]([O:26][CH3:27])[CH:11]=3)[CH:7]=[N:8][C:4]=2[CH:3]=1.[NH:30]1[CH2:35][CH2:34][CH:33]([NH:36][C:37](=[O:43])[O:38][C:39]([CH3:42])([CH3:41])[CH3:40])[CH2:32][CH2:31]1.C(=O)([O-])[O-].[K+].[K+].N1CCC[C@H]1C(O)=O, predict the reaction product. (2) Given the reactants [Cl:1][C:2]1[CH:3]=[C:4]([C:9]2([OH:19])[C:17]3[CH:16]=[CH:15][S:14][C:13]=3[C:12](=O)[CH2:11][CH2:10]2)[CH:5]=[CH:6][C:7]=1[Cl:8].[CH3:20][NH2:21].[BH4-].[Na+], predict the reaction product. The product is: [Cl:1][C:2]1[CH:3]=[C:4]([C:9]2([OH:19])[C:17]3[CH:16]=[CH:15][S:14][C:13]=3[CH:12]([NH:21][CH3:20])[CH2:11][CH2:10]2)[CH:5]=[CH:6][C:7]=1[Cl:8]. (3) Given the reactants [CH2:1]([C:3]1([NH:8][C:9]2[C:14]([C:15]#[N:16])=[CH:13][N:12]=[C:11]([S:17][CH3:18])[N:10]=2)[CH2:7][CH2:6][CH2:5][CH2:4]1)[CH3:2].[OH:19]O.[OH-].[Na+], predict the reaction product. The product is: [CH2:1]([C:3]1([NH:8][C:9]2[C:14]([C:15]([NH2:16])=[O:19])=[CH:13][N:12]=[C:11]([S:17][CH3:18])[N:10]=2)[CH2:4][CH2:5][CH2:6][CH2:7]1)[CH3:2]. (4) The product is: [C:30]([CH2:29][CH2:28][CH2:27][O:23][C:21]1[C:20]([O:24][CH3:25])=[CH:19][C:6]2[C:7]3[N:12]([CH:3]([CH2:1][CH3:2])[CH2:4][C:5]=2[CH:22]=1)[CH:11]=[C:10]([C:13]([O:15][CH2:16][CH3:17])=[O:14])[C:9](=[O:18])[CH:8]=3)#[N:31]. Given the reactants [CH2:1]([CH:3]1[N:12]2[C:7](=[CH:8][C:9](=[O:18])[C:10]([C:13]([O:15][CH2:16][CH3:17])=[O:14])=[CH:11]2)[C:6]2[CH:19]=[C:20]([O:24][CH3:25])[C:21]([OH:23])=[CH:22][C:5]=2[CH2:4]1)[CH3:2].Br[CH2:27][CH2:28][CH2:29][C:30]#[N:31].C([O-])([O-])=O.[K+].[K+], predict the reaction product. (5) Given the reactants BrC1OC(C2N=C3C=CC(C#N)=CN3C=2)=CC=1.[C:18]([C:20]1[CH:29]=[CH:28][C:23]([C:24](=O)[CH2:25]Br)=[CH:22][CH:21]=1)#[N:19].[NH2:30][C:31]1[C:36]([CH3:37])=[CH:35][C:34]([Br:38])=[CH:33][N:32]=1, predict the reaction product. The product is: [Br:38][C:34]1[CH:35]=[C:36]([CH3:37])[C:31]2[N:32]([CH:25]=[C:24]([C:23]3[CH:28]=[CH:29][C:20]([C:18]#[N:19])=[CH:21][CH:22]=3)[N:30]=2)[CH:33]=1. (6) Given the reactants [C:1]([C:3]1[N:8]=[C:7]([O:9][C@H:10]2[CH2:14][CH2:13][N:12]([C:15]([O:17][C:18]([CH3:21])([CH3:20])[CH3:19])=[O:16])[CH2:11]2)[CH:6]=[CH:5][CH:4]=1)#[N:2].[NH:22]([C:24](OCC)=[O:25])[NH2:23], predict the reaction product. The product is: [O:25]=[C:24]1[NH:22][N:23]=[C:1]([C:3]2[N:8]=[C:7]([O:9][C@H:10]3[CH2:14][CH2:13][N:12]([C:15]([O:17][C:18]([CH3:21])([CH3:20])[CH3:19])=[O:16])[CH2:11]3)[CH:6]=[CH:5][CH:4]=2)[NH:2]1. (7) Given the reactants Br[C:2]1[CH:3]=[C:4]([N:8]2[CH2:12][CH2:11][C@H:10]([F:13])[CH2:9]2)[CH:5]=[CH:6][CH:7]=1.[Li]CCCC.C[O:20][B:21](OC)[O:22]C.CO, predict the reaction product. The product is: [F:13][C@H:10]1[CH2:11][CH2:12][N:8]([C:4]2[CH:3]=[C:2]([B:21]([OH:22])[OH:20])[CH:7]=[CH:6][CH:5]=2)[CH2:9]1.